This data is from Full USPTO retrosynthesis dataset with 1.9M reactions from patents (1976-2016). The task is: Predict the reactants needed to synthesize the given product. Given the product [Br:1][C:2]1[CH:10]=[CH:9][CH:8]=[C:7]2[C:3]=1[C:4](=[O:12])[C:5](=[O:11])[N:6]2[CH3:13], predict the reactants needed to synthesize it. The reactants are: [Br:1][C:2]1[CH:10]=[CH:9][CH:8]=[C:7]2[C:3]=1[C:4](=[O:12])[C:5](=[O:11])[NH:6]2.[C:13](=O)([O-])[O-].[Cs+].[Cs+].IC.